This data is from Catalyst prediction with 721,799 reactions and 888 catalyst types from USPTO. The task is: Predict which catalyst facilitates the given reaction. (1) Reactant: [F:1][C:2]1[CH:7]=[C:6]([F:8])[CH:5]=[C:4]([F:9])[C:3]=1[CH2:10][C:11]([NH:13][C:14]1[CH:15]=[N:16][CH:17]=[CH:18][C:19]=1[C:20]([O:22]CC)=O)=[O:12].C(=O)([O-])[O-].[K+].[K+].O. Product: [F:9][C:4]1[CH:5]=[C:6]([F:8])[CH:7]=[C:2]([F:1])[C:3]=1[CH:10]1[C:20](=[O:22])[C:19]2[C:14](=[CH:15][N:16]=[CH:17][CH:18]=2)[NH:13][C:11]1=[O:12]. The catalyst class is: 3. (2) Reactant: Cl[C:2]1[CH:7]=[C:6]([Cl:8])[N:5]=[CH:4][N:3]=1.[CH3:9][C:10]1[CH:16]=[CH:15][C:14]([N+:17]([O-:19])=[O:18])=[CH:13][C:11]=1[NH2:12].C(N(C(C)C)CC)(C)C. Product: [Cl:8][C:6]1[N:5]=[CH:4][N:3]=[C:2]([NH:12][C:11]2[CH:13]=[C:14]([N+:17]([O-:19])=[O:18])[CH:15]=[CH:16][C:10]=2[CH3:9])[CH:7]=1. The catalyst class is: 51. (3) Reactant: [CH2:1]([OH:4])[CH2:2][OH:3].C1(C)C=CC(S(O)(=O)=O)=CC=1.[F:16][C:17]1[CH:18]=[C:19]([C@@:23]23[C@@H:32]([OH:33])[CH2:31][CH2:30][CH2:29][C@H:28]2[C@H:27]([CH3:34])[C:26](=O)[CH2:25][CH2:24]3)[CH:20]=[CH:21][CH:22]=1. Product: [F:16][C:17]1[CH:18]=[C:19]([C@@:23]23[C@@H:32]([OH:33])[CH2:31][CH2:30][CH2:29][C@H:28]2[C@H:27]([CH3:34])[C:26]2([O:4][CH2:1][CH2:2][O:3]2)[CH2:25][CH2:24]3)[CH:20]=[CH:21][CH:22]=1. The catalyst class is: 6. (4) Reactant: [CH:1]([NH:14][C:15](=[O:30])[O:16][CH:17]1[CH2:22][CH2:21][N:20](CC2C=CC=CC=2)[CH2:19][CH2:18]1)([C:8]1[CH:13]=[CH:12][CH:11]=[CH:10][CH:9]=1)[C:2]1[CH:7]=[CH:6][CH:5]=[CH:4][CH:3]=1.C(O)=O. Product: [CH:1]([NH:14][C:15](=[O:30])[O:16][CH:17]1[CH2:22][CH2:21][NH:20][CH2:19][CH2:18]1)([C:2]1[CH:7]=[CH:6][CH:5]=[CH:4][CH:3]=1)[C:8]1[CH:9]=[CH:10][CH:11]=[CH:12][CH:13]=1. The catalyst class is: 5. (5) Reactant: [CH3:1][O:2][C:3]([C:5]1[N:6]=[C:7]2[NH:18][CH:17]=[CH:16][N:8]2[C:9](=[O:15])[C:10]=1[O:11][C:12](=[O:14])[CH3:13])=[O:4].Cl[CH2:20][C:21]([N:23]1[CH2:28][CH2:27][CH2:26][CH2:25][CH2:24]1)=[O:22].C([O-])([O-])=O.[K+].[K+]. Product: [CH3:1][O:2][C:3]([C:5]1[N:6]=[C:7]2[N:18]([CH2:20][C:21](=[O:22])[N:23]3[CH2:28][CH2:27][CH2:26][CH2:25][CH2:24]3)[CH:17]=[CH:16][N:8]2[C:9](=[O:15])[C:10]=1[O:11][C:12](=[O:14])[CH3:13])=[O:4]. The catalyst class is: 10. (6) Reactant: [Cl:1][C:2]1[C:10]2[C:5](=[N:6][CH:7]=[CH:8][C:9]=2[NH:11][C:12]2[CH:17]=[CH:16][C:15]([NH2:18])=[CH:14][C:13]=2[F:19])[NH:4][CH:3]=1.[Cl:20][C:21]1[CH:26]=[C:25](Cl)[N:24]=[C:23]([NH2:28])[N:22]=1.Cl.[OH-].[Na+]. Product: [Cl:20][C:21]1[N:22]=[C:23]([NH2:28])[N:24]=[C:25]([NH:18][C:15]2[CH:16]=[CH:17][C:12]([NH:11][C:9]3[CH:8]=[CH:7][N:6]=[C:5]4[NH:4][CH:3]=[C:2]([Cl:1])[C:10]=34)=[C:13]([F:19])[CH:14]=2)[CH:26]=1. The catalyst class is: 6. (7) Reactant: CN1C(C2C=CC(O)=CC=2)=C(C2C=CN=CC=2)N=N1.ClCCl.C[O:24][C:25]1[CH:30]=[CH:29][C:28]([C:31]2[N:32]([C:36]3[CH:41]=[CH:40][N:39]=[CH:38][CH:37]=3)[CH:33]=[CH:34][N:35]=2)=[CH:27][CH:26]=1.B(Br)(Br)Br. Product: [N:39]1[CH:38]=[CH:37][C:36]([N:32]2[CH:33]=[CH:34][N:35]=[C:31]2[C:28]2[CH:29]=[CH:30][C:25]([OH:24])=[CH:26][CH:27]=2)=[CH:41][CH:40]=1. The catalyst class is: 41. (8) Reactant: FC(F)(F)C(O)=O.[F:8][C:9]1[CH:10]=[C:11]([CH2:16][C@H:17]([NH:35]C(=O)OCC2C=CC=CC=2)[C@H:18]([OH:34])[CH2:19][NH:20][CH2:21][C:22]2[CH:27]=[C:26]([CH3:28])[CH:25]=[CH:24][C:23]=2[CH2:29][CH2:30][CH2:31][CH:32]=[CH2:33])[CH:12]=[C:13]([F:15])[CH:14]=1.O.[OH-].[Ba+2].[OH-]. Product: [NH2:35][C@@H:17]([CH2:16][C:11]1[CH:12]=[C:13]([F:15])[CH:14]=[C:9]([F:8])[CH:10]=1)[C@H:18]([OH:34])[CH2:19][NH:20][CH2:21][C:22]1[CH:27]=[C:26]([CH3:28])[CH:25]=[CH:24][C:23]=1[CH2:29][CH2:30][CH2:31][CH:32]=[CH2:33]. The catalyst class is: 149. (9) Reactant: [NH2:1][OH:2].Cl.O.C([O-])(O)=O.[Na+].[CH:10]1([C@H:14]([NH:16][C:17]2[N:25]=[C:24]([C:26]#[N:27])[N:23]=[C:22]3[C:18]=2[N:19]([CH2:34][C@H:35]2[CH2:40][CH2:39][C@H:38]([CH3:41])[CH2:37][CH2:36]2)[C:20]([C:28](=[O:33])[C:29]([CH3:32])([CH3:31])[CH3:30])=[N:21]3)[CH3:15])[CH2:13][CH2:12][CH2:11]1. Product: [CH:10]1([C@H:14]([NH:16][C:17]2[N:25]=[C:24]([C:26](=[N:1][OH:2])[NH2:27])[N:23]=[C:22]3[C:18]=2[N:19]([CH2:34][C@H:35]2[CH2:36][CH2:37][C@H:38]([CH3:41])[CH2:39][CH2:40]2)[C:20]([C:28](=[O:33])[C:29]([CH3:31])([CH3:32])[CH3:30])=[N:21]3)[CH3:15])[CH2:13][CH2:12][CH2:11]1. The catalyst class is: 14.